Dataset: Catalyst prediction with 721,799 reactions and 888 catalyst types from USPTO. Task: Predict which catalyst facilitates the given reaction. Reactant: Br[C:2]1[CH:28]=[CH:27][C:5]([C:6]([NH:8][C:9]2[CH:14]=[CH:13][C:12]([O:15][CH3:16])=[C:11]([NH:17][C:18](=[O:26])[CH2:19][N:20]3[CH2:25][CH2:24][O:23][CH2:22][CH2:21]3)[CH:10]=2)=[O:7])=[CH:4][CH:3]=1.[F:29][C:30]1[CH:31]=[C:32](B(O)O)[CH:33]=[CH:34][CH:35]=1.C(=O)([O-])[O-].[Na+].[Na+]. Product: [F:29][C:30]1[CH:35]=[C:34]([C:2]2[CH:28]=[CH:27][C:5]([C:6]([NH:8][C:9]3[CH:14]=[CH:13][C:12]([O:15][CH3:16])=[C:11]([NH:17][C:18](=[O:26])[CH2:19][N:20]4[CH2:25][CH2:24][O:23][CH2:22][CH2:21]4)[CH:10]=3)=[O:7])=[CH:4][CH:3]=2)[CH:33]=[CH:32][CH:31]=1. The catalyst class is: 12.